Dataset: Catalyst prediction with 721,799 reactions and 888 catalyst types from USPTO. Task: Predict which catalyst facilitates the given reaction. (1) Reactant: Cl[C:2]1[N:7]=[C:6]([NH:8][C:9]2[CH:13]=[C:12]([CH:14]3[CH2:18][CH2:17][CH2:16][CH2:15]3)[NH:11][N:10]=2)[CH:5]=[C:4]([CH3:19])[N:3]=1.[NH2:20][C:21]1[CH:39]=[CH:38][C:24]([C:25]([NH:27][C:28]2[CH:33]=[CH:32][CH:31]=[C:30]([C:34]([F:37])([F:36])[F:35])[CH:29]=2)=[O:26])=[CH:23][CH:22]=1.Cl. Product: [CH:14]1([C:12]2[NH:11][N:10]=[C:9]([NH:8][C:6]3[CH:5]=[C:4]([CH3:19])[N:3]=[C:2]([NH:20][C:21]4[CH:22]=[CH:23][C:24]([C:25]([NH:27][C:28]5[CH:33]=[CH:32][CH:31]=[C:30]([C:34]([F:35])([F:36])[F:37])[CH:29]=5)=[O:26])=[CH:38][CH:39]=4)[N:7]=3)[CH:13]=2)[CH2:18][CH2:17][CH2:16][CH2:15]1. The catalyst class is: 51. (2) Reactant: [CH3:1][C:2]1[N:3]=[CH:4][N:5]([C:7]2[CH:12]=[C:11]([C:13]([F:16])([F:15])[F:14])[CH:10]=[C:9]([N+:17]([O-])=O)[CH:8]=2)[CH:6]=1. Product: [CH3:1][C:2]1[N:3]=[CH:4][N:5]([C:7]2[CH:8]=[C:9]([NH2:17])[CH:10]=[C:11]([C:13]([F:16])([F:14])[F:15])[CH:12]=2)[CH:6]=1. The catalyst class is: 63. (3) The catalyst class is: 8. Product: [C:13]1([C:12]2[N:3]3[CH:4]=[CH:5][C:6]4[C:11]([C:2]3=[N:21][N:20]=2)=[CH:10][CH:9]=[CH:8][CH:7]=4)[CH:18]=[CH:17][CH:16]=[CH:15][CH:14]=1. Reactant: Cl[C:2]1[C:11]2[C:6](=[CH:7][CH:8]=[CH:9][CH:10]=2)[CH:5]=[CH:4][N:3]=1.[C:12]([NH:20][NH2:21])(=O)[C:13]1[CH:18]=[CH:17][CH:16]=[CH:15][CH:14]=1. (4) Reactant: [F:1][CH2:2][C:3]([CH2:10][F:11])([CH3:9])[C:4](=O)[CH2:5][C:6]#[N:7].Cl.[C:13]1([NH:19][NH2:20])[CH:18]=[CH:17][CH:16]=[CH:15][CH:14]=1. Product: [F:1][CH2:2][C:3]([C:4]1[CH:5]=[C:6]([NH2:7])[N:19]([C:13]2[CH:18]=[CH:17][CH:16]=[CH:15][CH:14]=2)[N:20]=1)([CH3:9])[CH2:10][F:11]. The catalyst class is: 14. (5) Reactant: C[O:2][C:3]1[C:8]([C:9]2[CH:14]=[CH:13][C:12]([O:15]C)=[CH:11][CH:10]=2)=[CH:7][C:6]([C:17]([C:20]2[CH:25]=[C:24]([C:26]3[CH:31]=[CH:30][C:29]([O:32]C)=[CH:28][CH:27]=3)[C:23]([O:34]C)=[C:22]([C:36]3[CH:41]=[CH:40][C:39]([O:42]C)=[CH:38][CH:37]=3)[CH:21]=2)([CH3:19])[CH3:18])=[CH:5][C:4]=1[C:44]1[CH:49]=[CH:48][C:47]([O:50]C)=[CH:46][CH:45]=1.B(Br)(Br)Br.[OH-].[Na+]. Product: [OH:2][C:3]1[C:4]([C:44]2[CH:49]=[CH:48][C:47]([OH:50])=[CH:46][CH:45]=2)=[CH:5][C:6]([C:17]([C:20]2[CH:21]=[C:22]([C:36]3[CH:37]=[CH:38][C:39]([OH:42])=[CH:40][CH:41]=3)[C:23]([OH:34])=[C:24]([C:26]3[CH:31]=[CH:30][C:29]([OH:32])=[CH:28][CH:27]=3)[CH:25]=2)([CH3:19])[CH3:18])=[CH:7][C:8]=1[C:9]1[CH:10]=[CH:11][C:12]([OH:15])=[CH:13][CH:14]=1. The catalyst class is: 4.